From a dataset of Full USPTO retrosynthesis dataset with 1.9M reactions from patents (1976-2016). Predict the reactants needed to synthesize the given product. Given the product [C:11]([O:10][C:9]([NH:8][C@@H:7]1[CH:6]=[C:5]([C:16]2[CH:21]=[CH:20][N:19]=[CH:18][C:17]=2[N+:22]([O-:24])=[O:23])[CH2:4][C@H:3]([CH3:25])[C@H:2]1[O:1][CH2:28][CH2:27][C:26]([O:30][CH3:31])=[O:29])=[O:15])([CH3:12])([CH3:13])[CH3:14], predict the reactants needed to synthesize it. The reactants are: [OH:1][C@H:2]1[C@H:7]([NH:8][C:9](=[O:15])[O:10][C:11]([CH3:14])([CH3:13])[CH3:12])[CH:6]=[C:5]([C:16]2[CH:21]=[CH:20][N:19]=[CH:18][C:17]=2[N+:22]([O-:24])=[O:23])[CH2:4][C@@H:3]1[CH3:25].[C:26]([O:30][CH3:31])(=[O:29])[CH:27]=[CH2:28].C(=O)([O-])[O-].[Cs+].[Cs+].C([O-])(O)=O.[Na+].